Dataset: Forward reaction prediction with 1.9M reactions from USPTO patents (1976-2016). Task: Predict the product of the given reaction. (1) The product is: [CH3:11][N:8]1[C:7](=[O:9])[CH:6]=[CH:5][N:4]=[C:3]1[S:2][CH3:1]. Given the reactants [CH3:1][S:2][C:3]1[NH:8][C:7](=[O:9])[CH:6]=[CH:5][N:4]=1.[Li+].[CH3:11][Si]([N-][Si](C)(C)C)(C)C.CI, predict the reaction product. (2) Given the reactants [CH3:1][C:2]([CH3:9])([CH:7]=O)[C:3]([O:5][CH3:6])=[O:4].[Cl:10][C:11]1[CH:12]=[CH:13][C:14]2[N:20]=[C:19]([N:21]3[CH2:26][CH2:25][NH:24][CH2:23][CH2:22]3)[C:18]3=[CH:27][C:28]([S:30][CH3:31])=[CH:29][N:17]3[CH2:16][C:15]=2[CH:32]=1.C(O[BH-](OC(=O)C)OC(=O)C)(=O)C.[Na+], predict the reaction product. The product is: [Cl:10][C:11]1[CH:12]=[CH:13][C:14]2[N:20]=[C:19]([N:21]3[CH2:26][CH2:25][N:24]([CH2:7][C:2]([CH3:1])([CH3:9])[C:3]([O:5][CH3:6])=[O:4])[CH2:23][CH2:22]3)[C:18]3=[CH:27][C:28]([S:30][CH3:31])=[CH:29][N:17]3[CH2:16][C:15]=2[CH:32]=1. (3) Given the reactants C([O:8][C:9]1[CH:18]=[C:17]2[C:12]([C:13]([N:19]3[CH2:23][CH2:22][CH2:21][CH2:20]3)=[CH:14][CH:15]=[N:16]2)=[CH:11][C:10]=1[CH2:24][CH2:25][CH2:26][CH3:27])C1C=CC=CC=1, predict the reaction product. The product is: [CH2:24]([C:10]1[CH:11]=[C:12]2[C:17](=[CH:18][C:9]=1[OH:8])[N:16]=[CH:15][CH:14]=[C:13]2[N:19]1[CH2:20][CH2:21][CH2:22][CH2:23]1)[CH2:25][CH2:26][CH3:27]. (4) Given the reactants C(C1C=C(C)C=C(C(C)(C)C)C=1[OH:16])(C)(C)C.CN(CCCN1CN(CCCN(C)C)CN(CCCN(C)C)C1)C.[CH3:41][S:42][C:43]1[CH:48]=[CH:47][CH:46]=[CH:45][C:44]=1[N:49]=[C:50]=[O:51].[C:52]([O:56][CH2:57][CH2:58][CH2:59]O)(=[O:55])[CH:53]=[CH2:54].[N-]=C=O, predict the reaction product. The product is: [C:52]([O:56][CH2:57][CH:58]([O:51][C:50](=[O:16])[NH:49][C:44]1[CH:45]=[CH:46][CH:47]=[CH:48][C:43]=1[S:42][CH3:41])[CH3:59])(=[O:55])[CH:53]=[CH2:54].